From a dataset of Reaction yield outcomes from USPTO patents with 853,638 reactions. Predict the reaction yield, written as a fraction of the theoretical maximum amount of product (1.0 means a 100% yield; for example, 0.34 means a 34% yield). (1) The reactants are [CH:1]1([N:6]2[CH2:12][C:11]([F:14])([F:13])[C:10](=[O:15])[N:9]([CH3:16])[C:8]3[CH:17]=[N:18][C:19]([NH:21][C:22]4[CH:30]=[CH:29][C:25]([C:26](O)=[O:27])=[CH:24][C:23]=4[O:31][CH3:32])=[N:20][C:7]2=3)[CH2:5][CH2:4][CH2:3][CH2:2]1.Cl.[CH3:34][N:35]1[CH2:40][CH2:39][N:38]([CH2:41][C:42]2[CH:48]=[CH:47][C:45]([NH2:46])=[CH:44][CH:43]=2)[CH2:37][CH2:36]1.C(N(C(C)C)CC)(C)C.CN(C(ON1N=NC2C=CC=NC1=2)=[N+](C)C)C.F[P-](F)(F)(F)(F)F. The catalyst is CN(C)C=O. The product is [CH:1]1([N:6]2[CH2:12][C:11]([F:14])([F:13])[C:10](=[O:15])[N:9]([CH3:16])[C:8]3[CH:17]=[N:18][C:19]([NH:21][C:22]4[CH:30]=[CH:29][C:25]([C:26]([NH:46][C:45]5[CH:44]=[CH:43][C:42]([CH2:41][N:38]6[CH2:37][CH2:36][N:35]([CH3:34])[CH2:40][CH2:39]6)=[CH:48][CH:47]=5)=[O:27])=[CH:24][C:23]=4[O:31][CH3:32])=[N:20][C:7]2=3)[CH2:5][CH2:4][CH2:3][CH2:2]1. The yield is 0.570. (2) The reactants are [Cl:1][C:2]1[C:3]([F:28])=[C:4]([CH:25]=[CH:26][CH:27]=1)[NH:5][C:6]1[C:15]2[C:10](=[CH:11][C:12]([O:23][CH3:24])=[C:13]([O:16][CH:17]3[CH2:22][CH2:21][NH:20][CH2:19][CH2:18]3)[CH:14]=2)[N:9]=[CH:8][N:7]=1.C(N(C(C)C)CC)(C)C.Br[CH2:39][C:40]([NH2:42])=[O:41]. The catalyst is C(Cl)Cl. The product is [C:40]([CH2:39][N:20]1[CH2:21][CH2:22][CH:17]([O:16][C:13]2[CH:14]=[C:15]3[C:10](=[CH:11][C:12]=2[O:23][CH3:24])[N:9]=[CH:8][N:7]=[C:6]3[NH:5][C:4]2[CH:25]=[CH:26][CH:27]=[C:2]([Cl:1])[C:3]=2[F:28])[CH2:18][CH2:19]1)(=[O:41])[NH2:42]. The yield is 0.600. (3) The reactants are C=O.[CH3:3][NH:4][CH3:5].[Cl:6][C:7]1[CH:8]=[C:9]2[C:13](=[CH:14][CH:15]=1)[NH:12][CH:11]=[CH:10]2.[C:16]([O-])(O)=O.[Na+].[OH-].[Na+]. The catalyst is CCO.CC(O)=O. The product is [Cl:6][C:7]1[CH:8]=[C:9]2[C:5](=[CH:14][CH:15]=1)[NH:4][CH:3]=[C:10]2[CH2:11][N:12]([CH3:16])[CH3:13]. The yield is 0.850. (4) The catalyst is S(=O)(=O)(O)O.C(O)(=O)C.ClCCl. The yield is 0.580. The product is [Cl:9][C:10]1[CH:15]=[C:14]([I:1])[C:13]([O:16][CH3:17])=[CH:12][C:11]=1[C:18]1[CH:23]=[CH:22][CH:21]=[CH:20][C:19]=1[F:24]. The reactants are [I:1]N1C(=O)CCC1=O.[Cl:9][C:10]1[CH:15]=[CH:14][C:13]([O:16][CH3:17])=[CH:12][C:11]=1[C:18]1[CH:23]=[CH:22][CH:21]=[CH:20][C:19]=1[F:24]. (5) The reactants are [O:1]1[CH2:5][CH2:4][O:3][CH:2]1[C:6]1[CH:11]=[C:10]([O:12][CH3:13])[N:9]=[CH:8][C:7]=1[OH:14].Cl.[Br:16][C:17]1[C:22]([CH2:23]Cl)=[CH:21][CH:20]=[CH:19][N:18]=1.C([O-])([O-])=O.[K+].[K+]. The catalyst is CN(C=O)C. The product is [Br:16][C:17]1[C:22]([CH2:23][O:14][C:7]2[C:6]([CH:2]3[O:3][CH2:4][CH2:5][O:1]3)=[CH:11][C:10]([O:12][CH3:13])=[N:9][CH:8]=2)=[CH:21][CH:20]=[CH:19][N:18]=1. The yield is 0.660.